Task: Regression. Given two drug SMILES strings and cell line genomic features, predict the synergy score measuring deviation from expected non-interaction effect.. Dataset: NCI-60 drug combinations with 297,098 pairs across 59 cell lines (1) Drug 1: CN(C)C1=NC(=NC(=N1)N(C)C)N(C)C. Drug 2: C1CN(CCN1C(=O)CCBr)C(=O)CCBr. Cell line: RXF 393. Synergy scores: CSS=4.84, Synergy_ZIP=-0.874, Synergy_Bliss=2.47, Synergy_Loewe=-21.6, Synergy_HSA=-3.94. (2) Drug 1: C1=CN(C(=O)N=C1N)C2C(C(C(O2)CO)O)O.Cl. Drug 2: C1=CN(C=N1)CC(O)(P(=O)(O)O)P(=O)(O)O. Cell line: SNB-19. Synergy scores: CSS=28.5, Synergy_ZIP=2.33, Synergy_Bliss=2.50, Synergy_Loewe=-11.9, Synergy_HSA=1.32. (3) Drug 1: CC(C1=C(C=CC(=C1Cl)F)Cl)OC2=C(N=CC(=C2)C3=CN(N=C3)C4CCNCC4)N. Drug 2: C1=CC(=CC=C1CCC2=CNC3=C2C(=O)NC(=N3)N)C(=O)NC(CCC(=O)O)C(=O)O. Cell line: 786-0. Synergy scores: CSS=17.7, Synergy_ZIP=-0.824, Synergy_Bliss=-1.75, Synergy_Loewe=-10.1, Synergy_HSA=-1.32. (4) Drug 1: COC1=C2C(=CC3=C1OC=C3)C=CC(=O)O2. Drug 2: COCCOC1=C(C=C2C(=C1)C(=NC=N2)NC3=CC=CC(=C3)C#C)OCCOC.Cl. Cell line: DU-145. Synergy scores: CSS=5.81, Synergy_ZIP=1.69, Synergy_Bliss=0.260, Synergy_Loewe=-1.15, Synergy_HSA=1.61. (5) Drug 1: CC1=C(C(=O)C2=C(C1=O)N3CC4C(C3(C2COC(=O)N)OC)N4)N. Drug 2: C1C(C(OC1N2C=NC(=NC2=O)N)CO)O. Cell line: A549. Synergy scores: CSS=39.7, Synergy_ZIP=-1.16, Synergy_Bliss=-2.17, Synergy_Loewe=-14.7, Synergy_HSA=-0.969. (6) Drug 1: CC1C(C(=O)NC(C(=O)N2CCCC2C(=O)N(CC(=O)N(C(C(=O)O1)C(C)C)C)C)C(C)C)NC(=O)C3=C4C(=C(C=C3)C)OC5=C(C(=O)C(=C(C5=N4)C(=O)NC6C(OC(=O)C(N(C(=O)CN(C(=O)C7CCCN7C(=O)C(NC6=O)C(C)C)C)C)C(C)C)C)N)C. Drug 2: CCC1=C2CN3C(=CC4=C(C3=O)COC(=O)C4(CC)O)C2=NC5=C1C=C(C=C5)O. Cell line: CCRF-CEM. Synergy scores: CSS=54.0, Synergy_ZIP=3.19, Synergy_Bliss=5.71, Synergy_Loewe=-27.6, Synergy_HSA=-1.81. (7) Drug 1: CN(C)N=NC1=C(NC=N1)C(=O)N. Drug 2: C1=CN(C(=O)N=C1N)C2C(C(C(O2)CO)O)O.Cl. Cell line: COLO 205. Synergy scores: CSS=33.5, Synergy_ZIP=-0.0634, Synergy_Bliss=-1.82, Synergy_Loewe=-14.8, Synergy_HSA=-1.11.